Task: Predict which catalyst facilitates the given reaction.. Dataset: Catalyst prediction with 721,799 reactions and 888 catalyst types from USPTO (1) Reactant: [F:1][C:2]([F:20])([F:19])[C:3]1[CH:8]=[CH:7][C:6]([CH:9]=[CH:10][C:11]2[O:12][CH:13]=[C:14]([C:16]([OH:18])=O)[N:15]=2)=[CH:5][CH:4]=1.O.ON1C2C=CC=CC=2N=N1.C(N(CC)CC)C.[N:39]1([CH2:44][CH2:45][CH2:46][CH2:47][C:48]2[CH:53]=[CH:52][C:51]([NH2:54])=[CH:50][CH:49]=2)[CH:43]=[CH:42][N:41]=[N:40]1. Product: [N:39]1([CH2:44][CH2:45][CH2:46][CH2:47][C:48]2[CH:49]=[CH:50][C:51]([NH:54][C:16]([C:14]3[N:15]=[C:11]([CH:10]=[CH:9][C:6]4[CH:5]=[CH:4][C:3]([C:2]([F:1])([F:20])[F:19])=[CH:8][CH:7]=4)[O:12][CH:13]=3)=[O:18])=[CH:52][CH:53]=2)[CH:43]=[CH:42][N:41]=[N:40]1. The catalyst class is: 96. (2) Reactant: [CH3:1][N:2]1[CH2:27][CH2:26][C:5]2[N:6]([CH2:14][CH:15]([C:20]3[CH:25]=[CH:24][N:23]=[CH:22][CH:21]=3)[CH2:16][C:17]([OH:19])=O)[C:7]3[CH:8]=[CH:9][C:10]([CH3:13])=[CH:11][C:12]=3[C:4]=2[CH2:3]1.Cl.[CH3:29][NH:30][CH3:31].C1CN([P+](ON2N=NC3C=CC=CC2=3)(N2CCCC2)N2CCCC2)CC1.F[P-](F)(F)(F)(F)F.C(N(CC)CC)C. Product: [CH3:1][N:2]1[CH2:27][CH2:26][C:5]2[N:6]([CH2:14][CH:15]([C:20]3[CH:21]=[CH:22][N:23]=[CH:24][CH:25]=3)[CH2:16][C:17]([N:30]([CH3:31])[CH3:29])=[O:19])[C:7]3[CH:8]=[CH:9][C:10]([CH3:13])=[CH:11][C:12]=3[C:4]=2[CH2:3]1. The catalyst class is: 2. (3) Reactant: [F:1][C:2]1[CH:3]=[C:4]([C:26]([O:28]CC)=O)[C:5]2[C:6](=O)[CH:7]([C:19]3[N:23]([CH3:24])[N:22]=[CH:21][N:20]=3)[CH:8]([C:12]3[CH:17]=[CH:16][C:15]([F:18])=[CH:14][CH:13]=3)[NH:9][C:10]=2[CH:11]=1.O.[NH2:32][NH2:33]. Product: [F:1][C:2]1[CH:11]=[C:10]2[NH:9][CH:8]([C:12]3[CH:13]=[CH:14][C:15]([F:18])=[CH:16][CH:17]=3)[CH:7]([C:19]3[N:23]([CH3:24])[N:22]=[CH:21][N:20]=3)[C:6]3=[N:32][NH:33][C:26](=[O:28])[C:4]([CH:3]=1)=[C:5]23. The catalyst class is: 5. (4) Reactant: [Br:1][C:2]1[CH:9]=[C:8]([CH2:10]Br)[CH:7]=[CH:6][C:3]=1[CH:4]=[O:5].[N-:12]=[N+:13]=[N-:14].[Na+]. Product: [N:12]([CH2:10][C:8]1[CH:7]=[CH:6][C:3]([CH:4]=[O:5])=[C:2]([Br:1])[CH:9]=1)=[N+:13]=[N-:14]. The catalyst class is: 215. (5) Reactant: [Cl:1][C:2]1[CH:3]=[C:4]([C:9](=[O:14])[C:10]([F:13])([F:12])[F:11])[CH:5]=[C:6]([Cl:8])[CH:7]=1.[BH4-].[Na+].[OH-].[Na+].[NH4+].[Cl-]. Product: [Cl:1][C:2]1[CH:3]=[C:4]([CH:9]([OH:14])[C:10]([F:11])([F:12])[F:13])[CH:5]=[C:6]([Cl:8])[CH:7]=1. The catalyst class is: 5. (6) Reactant: C=O.[CH3:3][C:4]1[S:8][C:7]([NH:9][C:10]([C:12]2[CH:21]=[C:20]3[C:15]([C:16](=[O:28])[N:17]4[CH2:27][CH2:26][CH2:25][CH2:24][CH2:23][CH2:22][C:18]4=[N:19]3)=[CH:14][CH:13]=2)=[O:11])=[N:6][CH:5]=1.[CH3:29]C([O-])=O.[Na+]. Product: [CH2:29]=[C:22]1[C:18]2=[N:19][C:20]3[C:15]([C:16](=[O:28])[N:17]2[CH2:27][CH2:26][CH2:25][CH2:24][CH2:23]1)=[CH:14][CH:13]=[C:12]([C:10]([NH:9][C:7]1[S:8][C:4]([CH3:3])=[CH:5][N:6]=1)=[O:11])[CH:21]=3. The catalyst class is: 313. (7) Reactant: [F:1][C:2]1[CH:7]=[C:6]([F:8])[CH:5]=[CH:4][C:3]=1[N:9]1[N:17]=[C:16]([C:18](OCC)=[O:19])[C:15]2[CH:14]3[CH2:23][CH:11]([CH2:12][CH2:13]3)[C:10]1=2.[Li+].[BH4-].Cl. Product: [F:1][C:2]1[CH:7]=[C:6]([F:8])[CH:5]=[CH:4][C:3]=1[N:9]1[C:10]2[CH:11]3[CH2:23][CH:14]([CH2:13][CH2:12]3)[C:15]=2[C:16]([CH2:18][OH:19])=[N:17]1. The catalyst class is: 1. (8) Reactant: [C:1]([N:8]1[CH2:16][CH2:15][CH:11]([C:12]([OH:14])=O)[CH2:10][CH2:9]1)([O:3][C:4]([CH3:7])([CH3:6])[CH3:5])=[O:2].N1(C(N2C=CN=C2)=O)C=CN=C1.[CH2:29]([O:31][C:32](=[O:37])[CH2:33]C([O-])=O)[CH3:30].[K+].[Cl-].[Cl-].[Mg+2]. Product: [CH2:29]([O:31][C:32](=[O:37])[CH2:33][C:12]([CH:11]1[CH2:10][CH2:9][N:8]([C:1]([O:3][C:4]([CH3:5])([CH3:6])[CH3:7])=[O:2])[CH2:16][CH2:15]1)=[O:14])[CH3:30]. The catalyst class is: 453. (9) Reactant: C(OC[N:9]1[C:13]2[N:14]=[N:15][CH:16]=[C:17]([C:18]3[CH:19]=[N:20][N:21]([C:23]4([CH2:27][C:28]#[N:29])[CH2:26][O:25][CH2:24]4)[CH:22]=3)[C:12]=2[CH:11]=[CH:10]1)(=O)C(C)(C)C.[OH-].[Na+]. Product: [N:14]1[C:13]2[NH:9][CH:10]=[CH:11][C:12]=2[C:17]([C:18]2[CH:19]=[N:20][N:21]([C:23]3([CH2:27][C:28]#[N:29])[CH2:24][O:25][CH2:26]3)[CH:22]=2)=[CH:16][N:15]=1. The catalyst class is: 5.